Regression. Given a target protein amino acid sequence and a drug SMILES string, predict the binding affinity score between them. We predict pIC50 (pIC50 = -log10(IC50 in M); higher means more potent). Dataset: bindingdb_ic50. From a dataset of Drug-target binding data from BindingDB using IC50 measurements. The compound is O=C1COc2c(CCNCCN(C(=O)CCNCCc3ccccc3)C3CCCC3)ccc(O)c2N1. The target protein (Q9NRG4) has sequence MRAEGLGGLERFCSPGKGRGLRALQPFQVGDLLFSCPAYAYVLTVNERGNHCEYCFTRKEGLSKCGRCKQAFYCNVECQKEDWPMHKLECSPMVVFGENWNPSETVRLTARILAKQKIHPERTPSEKLLAVKEFESHLDKLDNEKKDLIQSDIAALHHFYSKHLGFPDNDSLVVLFAQVNCNGFTIEDEELSHLGSAIFPDVALMNHSCCPNVIVTYKGTLAEVRAVQEIKPGEEVFTSYIDLLYPTEDRNDRLRDSYFFTCECQECTTKDKDKAKVEIRKLSDPPKAEAIRDMVRYARNVIEEFRRAKHYKSPSELLEICELSQEKMSSVFEDSNVYMLHMMYQAMGVCLYMQDWEGALQYGQKIIKPYSKHYPLYSLNVASMWLKLGRLYMGLEHKAAGEKALKKAIAIMEVAHGKDHPYISEIKQEIESH. The pIC50 is 5.4.